From a dataset of Peptide-MHC class I binding affinity with 185,985 pairs from IEDB/IMGT. Regression. Given a peptide amino acid sequence and an MHC pseudo amino acid sequence, predict their binding affinity value. This is MHC class I binding data. (1) The peptide sequence is RPVVLTGGT. The MHC is HLA-A02:01 with pseudo-sequence HLA-A02:01. The binding affinity (normalized) is 0. (2) The peptide sequence is LTRWMLIEAEL. The MHC is Mamu-A01 with pseudo-sequence Mamu-A01. The binding affinity (normalized) is 0.371.